From a dataset of Catalyst prediction with 721,799 reactions and 888 catalyst types from USPTO. Predict which catalyst facilitates the given reaction. (1) Reactant: [CH2:1]([NH:8][C:9]1[CH:10]=[C:11]([CH:15]=[C:16]([C:18]2[CH:23]=[CH:22][C:21]([CH3:24])=[CH:20][CH:19]=2)[N:17]=1)[C:12]([OH:14])=[O:13])[C:2]1[CH:7]=[CH:6][CH:5]=[CH:4][CH:3]=1.CN(C1C=CC=CN=1)C.C(OC(O[C:37]([CH3:40])([CH3:39])[CH3:38])=O)(O[C:37]([CH3:40])([CH3:39])[CH3:38])=O. Product: [CH2:1]([NH:8][C:9]1[CH:10]=[C:11]([CH:15]=[C:16]([C:18]2[CH:19]=[CH:20][C:21]([CH3:24])=[CH:22][CH:23]=2)[N:17]=1)[C:12]([O:14][C:37]([CH3:40])([CH3:39])[CH3:38])=[O:13])[C:2]1[CH:3]=[CH:4][CH:5]=[CH:6][CH:7]=1. The catalyst class is: 1. (2) Reactant: Cl.[CH3:2][O:3][C:4]1[CH:9]=[CH:8][C:7]([NH:10]N)=[CH:6][CH:5]=1.[CH3:12][O:13][CH:14]([O:20]C)[CH2:15][C:16](OC)=O. Product: [CH3:2][O:3][C:4]1[CH:9]=[C:8]2[C:7](=[CH:6][CH:5]=1)[NH:10][CH:16]=[C:15]2[C:14]([O:13][CH3:12])=[O:20]. The catalyst class is: 15.